This data is from NCI-60 drug combinations with 297,098 pairs across 59 cell lines. The task is: Regression. Given two drug SMILES strings and cell line genomic features, predict the synergy score measuring deviation from expected non-interaction effect. (1) Drug 1: CCCS(=O)(=O)NC1=C(C(=C(C=C1)F)C(=O)C2=CNC3=C2C=C(C=N3)C4=CC=C(C=C4)Cl)F. Drug 2: CC1=C(C=C(C=C1)NC2=NC=CC(=N2)N(C)C3=CC4=NN(C(=C4C=C3)C)C)S(=O)(=O)N.Cl. Cell line: UO-31. Synergy scores: CSS=16.7, Synergy_ZIP=5.21, Synergy_Bliss=10.1, Synergy_Loewe=9.03, Synergy_HSA=11.0. (2) Drug 1: C1CCC(C1)C(CC#N)N2C=C(C=N2)C3=C4C=CNC4=NC=N3. Drug 2: C1=CC(=CC=C1CCCC(=O)O)N(CCCl)CCCl. Cell line: HOP-92. Synergy scores: CSS=35.6, Synergy_ZIP=-4.36, Synergy_Bliss=-2.04, Synergy_Loewe=-1.89, Synergy_HSA=0.123. (3) Drug 1: CC1=C2C(C(=O)C3(C(CC4C(C3C(C(C2(C)C)(CC1OC(=O)C(C(C5=CC=CC=C5)NC(=O)OC(C)(C)C)O)O)OC(=O)C6=CC=CC=C6)(CO4)OC(=O)C)O)C)O. Drug 2: C(CN)CNCCSP(=O)(O)O. Cell line: IGROV1. Synergy scores: CSS=-2.87, Synergy_ZIP=7.28, Synergy_Bliss=7.93, Synergy_Loewe=1.87, Synergy_HSA=1.87.